Dataset: Forward reaction prediction with 1.9M reactions from USPTO patents (1976-2016). Task: Predict the product of the given reaction. Given the reactants [Br:1][C:2]1[CH:3]=[CH:4][C:5](=[O:8])[NH:6][CH:7]=1.[H-].[Na+].Cl[CH2:12][O:13][CH2:14][CH2:15][Si:16]([CH3:19])([CH3:18])[CH3:17], predict the reaction product. The product is: [Br:1][C:2]1[CH:3]=[CH:4][C:5](=[O:8])[N:6]([CH2:12][O:13][CH2:14][CH2:15][Si:16]([CH3:19])([CH3:18])[CH3:17])[CH:7]=1.